Dataset: NCI-60 drug combinations with 297,098 pairs across 59 cell lines. Task: Regression. Given two drug SMILES strings and cell line genomic features, predict the synergy score measuring deviation from expected non-interaction effect. (1) Drug 1: C1=NC(=NC(=O)N1C2C(C(C(O2)CO)O)O)N. Drug 2: C#CCC(CC1=CN=C2C(=N1)C(=NC(=N2)N)N)C3=CC=C(C=C3)C(=O)NC(CCC(=O)O)C(=O)O. Cell line: SNB-19. Synergy scores: CSS=65.1, Synergy_ZIP=1.01, Synergy_Bliss=0.00868, Synergy_Loewe=-0.435, Synergy_HSA=0.559. (2) Drug 1: C1=CN(C(=O)N=C1N)C2C(C(C(O2)CO)O)O.Cl. Drug 2: CN1C(=O)N2C=NC(=C2N=N1)C(=O)N. Cell line: HOP-92. Synergy scores: CSS=26.5, Synergy_ZIP=-5.67, Synergy_Bliss=1.03, Synergy_Loewe=-22.1, Synergy_HSA=0.252.